Dataset: Full USPTO retrosynthesis dataset with 1.9M reactions from patents (1976-2016). Task: Predict the reactants needed to synthesize the given product. (1) Given the product [Cl:17][C:18]1[CH:19]=[C:20]([CH2:28][O:10][C:5]2[CH:6]=[CH:7][CH:8]=[CH:9][C:4]=2[N+:1]([O-:3])=[O:2])[C:21]2[O:26][CH2:25][O:24][CH2:23][C:22]=2[CH:27]=1, predict the reactants needed to synthesize it. The reactants are: [N+:1]([C:4]1[CH:9]=[CH:8][CH:7]=[CH:6][C:5]=1[OH:10])([O-:3])=[O:2].C(=O)([O-])[O-].[K+].[K+].[Cl:17][C:18]1[CH:19]=[C:20]([CH2:28]Cl)[C:21]2[O:26][CH2:25][O:24][CH2:23][C:22]=2[CH:27]=1. (2) Given the product [CH:1]1([C:6]2([C:19]([N:35]=[N+:36]=[N-:37])=[O:21])[CH2:18][CH:9]3[CH2:10][N:11]([C:13](=[O:17])[N:14]([CH3:15])[CH3:16])[CH2:12][CH:8]3[CH2:7]2)[CH2:2][CH2:3][CH2:4][CH2:5]1, predict the reactants needed to synthesize it. The reactants are: [CH:1]1([C:6]2([C:19]([OH:21])=O)[CH2:18][CH:9]3[CH2:10][N:11]([C:13](=[O:17])[N:14]([CH3:16])[CH3:15])[CH2:12][CH:8]3[CH2:7]2)[CH2:5][CH2:4][CH2:3][CH2:2]1.C(N(CC)CC)C.ClC(OCC)=O.[N-:35]=[N+:36]=[N-:37].[Na+]. (3) Given the product [Cl:33][C:31]1[N:32]=[C:27]([C:18]2([S:21]([CH:24]3[CH2:26][CH2:25]3)(=[O:23])=[O:22])[CH2:19][CH2:20][N:15]([C:48]([O:50][C:51]([CH3:52])([CH3:53])[CH3:54])=[O:49])[CH2:16][CH2:17]2)[CH:28]=[C:29]([N:34]2[CH2:39][CH2:38][O:37][CH2:36][CH2:35]2)[N:30]=1, predict the reactants needed to synthesize it. The reactants are: C(Cl)(=O)OC(Cl)C.C([N:15]1[CH2:20][CH2:19][C:18]([C:27]2[N:32]=[C:31]([Cl:33])[N:30]=[C:29]([N:34]3[CH2:39][CH2:38][O:37][CH2:36][CH2:35]3)[CH:28]=2)([S:21]([CH:24]2[CH2:26][CH2:25]2)(=[O:23])=[O:22])[CH2:17][CH2:16]1)C1C=CC=CC=1.[C:48](O[C:48]([O:50][C:51]([CH3:54])([CH3:53])[CH3:52])=[O:49])([O:50][C:51]([CH3:54])([CH3:53])[CH3:52])=[O:49].C(N(C(C)C)C(C)C)C. (4) Given the product [Cl:1][C:2]1[CH:3]=[CH:4][C:5]2[N:6]([C:10]([C:11]3[CH:16]=[CH:15][C:14]([C:17]([F:20])([F:19])[F:18])=[CH:13][CH:12]=3)=[N:9][N:8]=2)[N:7]=1, predict the reactants needed to synthesize it. The reactants are: [Cl:1][C:2]1[N:7]=[N:6][C:5]([NH:8][NH:9][C:10](=O)[C:11]2[CH:16]=[CH:15][C:14]([C:17]([F:20])([F:19])[F:18])=[CH:13][CH:12]=2)=[CH:4][CH:3]=1. (5) Given the product [ClH:19].[CH3:1][O:2][C@@:3]1([C:13]2[CH:14]=[CH:15][CH:16]=[CH:17][CH:18]=2)[CH2:8][CH2:7][CH2:6][CH2:5][C@H:4]1[CH2:9][N:10]([CH3:12])[CH3:11].[ClH:19], predict the reactants needed to synthesize it. The reactants are: [CH3:1][O:2][C@@:3]1([C:13]2[CH:18]=[CH:17][CH:16]=[CH:15][CH:14]=2)[CH2:8][CH2:7][CH2:6][CH2:5][C@H:4]1[CH2:9][N:10]([CH3:12])[CH3:11].[ClH:19]. (6) Given the product [CH3:1][C:2]1([CH2:14][NH:15][C:21](=[O:22])[O:20][C:17]([CH3:19])([CH3:18])[CH3:16])[CH2:6][CH2:5][N:4]([CH2:7][C:8]2[CH:13]=[CH:12][CH:11]=[CH:10][CH:9]=2)[CH2:3]1, predict the reactants needed to synthesize it. The reactants are: [CH3:1][C:2]1([CH2:14][NH2:15])[CH2:6][CH2:5][N:4]([CH2:7][C:8]2[CH:13]=[CH:12][CH:11]=[CH:10][CH:9]=2)[CH2:3]1.[CH3:16][C:17]([O:20][C:21](O[C:21]([O:20][C:17]([CH3:19])([CH3:18])[CH3:16])=[O:22])=[O:22])([CH3:19])[CH3:18].C(N(CC)CC)C.